Dataset: Catalyst prediction with 721,799 reactions and 888 catalyst types from USPTO. Task: Predict which catalyst facilitates the given reaction. (1) Reactant: [CH3:13][C:12]([O:11][C:9](O[C:9]([O:11][C:12]([CH3:15])([CH3:14])[CH3:13])=[O:10])=[O:10])([CH3:15])[CH3:14].[CH2:16]([O:18][C:19]([CH:21]1[CH2:26][NH:25][C:24]2[CH:27]=[C:28]([Cl:39])[C:29]([O:31][CH2:32][C:33]3[CH:38]=[CH:37][CH:36]=[CH:35][CH:34]=3)=[CH:30][C:23]=2[O:22]1)=[O:20])[CH3:17]. Product: [CH3:17][CH2:16][O:18][C:19]([CH:21]1[CH2:26][N:25]([C:9]([O:11][C:12]([CH3:13])([CH3:14])[CH3:15])=[O:10])[C:24]2[CH:27]=[C:28]([Cl:39])[C:29]([O:31][CH2:32][C:33]3[CH:38]=[CH:37][CH:36]=[CH:35][CH:34]=3)=[CH:30][C:23]=2[O:22]1)=[O:20]. The catalyst class is: 251. (2) Reactant: [H-].[Na+].[CH3:3][C:4]1([CH3:11])[O:8][CH:7]([CH2:9][OH:10])[CH2:6][O:5]1.Br[C:13]1[N:18]=[C:17]([C:19]([OH:21])=[O:20])[CH:16]=[CH:15][CH:14]=1.O. Product: [CH3:3][C:4]1([CH3:11])[O:8][CH:7]([CH2:9][O:10][C:13]2[N:18]=[C:17]([C:19]([OH:21])=[O:20])[CH:16]=[CH:15][CH:14]=2)[CH2:6][O:5]1. The catalyst class is: 1. (3) Reactant: [NH:1]1[C:9]2[C:4](=[CH:5][C:6]([NH:10][C:11]3[CH:20]=[CH:19][C:18]([CH:21]4[CH2:23][CH2:22]4)=[CH:17][C:12]=3[C:13]([O:15][CH3:16])=[O:14])=[CH:7][CH:8]=2)[CH:3]=[CH:2]1.I[C:25]1[CH:32]=[CH:31][C:28]([C:29]#[N:30])=[CH:27][CH:26]=1.C1(P(C2CCCCC2)C2C=CC=CC=2C2C(C(C)C)=CC(C(C)C)=CC=2C(C)C)CCCCC1.P([O-])([O-])([O-])=O.[K+].[K+].[K+]. Product: [C:29]([C:28]1[CH:31]=[CH:32][C:25]([N:1]2[C:9]3[C:4](=[CH:5][C:6]([NH:10][C:11]4[CH:20]=[CH:19][C:18]([CH:21]5[CH2:23][CH2:22]5)=[CH:17][C:12]=4[C:13]([O:15][CH3:16])=[O:14])=[CH:7][CH:8]=3)[CH:3]=[CH:2]2)=[CH:26][CH:27]=1)#[N:30]. The catalyst class is: 101. (4) Reactant: [C:1]([C:3]1[CH:4]=[C:5]([NH:9][C:10]2[N:17]=[CH:16][CH:15]=[CH:14][C:11]=2[CH:12]=O)[CH:6]=[CH:7][CH:8]=1)#[N:2].[N:18]1[CH:23]=[CH:22][C:21]([CH2:24][CH2:25][CH2:26][CH2:27][C:28](OCC)=[O:29])=[CH:20][CH:19]=1.[Li+].CC([N-]C(C)C)C. Product: [C:1]([C:3]1[CH:4]=[C:5]([N:9]2[C:10]3[C:11](=[CH:14][CH:15]=[CH:16][N:17]=3)[CH:12]=[C:27]([CH2:26][CH2:25][CH2:24][C:21]3[CH:20]=[CH:19][N:18]=[CH:23][CH:22]=3)[C:28]2=[O:29])[CH:6]=[CH:7][CH:8]=1)#[N:2]. The catalyst class is: 3. (5) Reactant: [OH:1][C@H:2]([C@H:10]1[O:15][CH2:14][CH2:13][N:12]([CH2:16][C:17]2[CH:22]=[CH:21][C:20]([O:23][CH3:24])=[CH:19][CH:18]=2)[C:11]1=[O:25])[C:3]([O:5][C:6]([CH3:9])([CH3:8])[CH3:7])=[O:4].[Li+].[CH3:27]C([N-]C(C)C)C.CI.C(=O)(O)[O-]. Product: [OH:1][C@H:2]([C@@:10]1([CH3:27])[O:15][CH2:14][CH2:13][N:12]([CH2:16][C:17]2[CH:18]=[CH:19][C:20]([O:23][CH3:24])=[CH:21][CH:22]=2)[C:11]1=[O:25])[C:3]([O:5][C:6]([CH3:7])([CH3:8])[CH3:9])=[O:4]. The catalyst class is: 1.